Dataset: Reaction yield outcomes from USPTO patents with 853,638 reactions. Task: Predict the reaction yield, written as a fraction of the theoretical maximum amount of product (1.0 means a 100% yield; for example, 0.34 means a 34% yield). The reactants are N1C=CN=C1.C1CCN2C(=NCCC2)CC1.[C:17]1([CH2:23][C:24](Cl)=[O:25])[CH:22]=[CH:21][CH:20]=[CH:19][CH:18]=1.[NH2:27][C:28]1[O:32][N:31]=[C:30]([C:33]2[CH:38]=[CH:37][CH:36]=[C:35]([F:39])[C:34]=2[F:40])[C:29]=1[C:41]1[CH:46]=[CH:45][N:44]=[CH:43][CH:42]=1. The catalyst is C1COCC1.O. The product is [F:40][C:34]1[C:35]([F:39])=[CH:36][CH:37]=[CH:38][C:33]=1[C:30]1[C:29]([C:41]2[CH:46]=[CH:45][N:44]=[CH:43][CH:42]=2)=[C:28]([NH:27][C:24](=[O:25])[CH2:23][C:17]2[CH:22]=[CH:21][CH:20]=[CH:19][CH:18]=2)[O:32][N:31]=1. The yield is 0.450.